Dataset: Peptide-MHC class I binding affinity with 185,985 pairs from IEDB/IMGT. Task: Regression. Given a peptide amino acid sequence and an MHC pseudo amino acid sequence, predict their binding affinity value. This is MHC class I binding data. The peptide sequence is TSACGIFLK. The MHC is HLA-A02:01 with pseudo-sequence HLA-A02:01. The binding affinity (normalized) is 0.0847.